Dataset: Full USPTO retrosynthesis dataset with 1.9M reactions from patents (1976-2016). Task: Predict the reactants needed to synthesize the given product. (1) Given the product [CH3:22][C:16]([CH3:23])([C:15](=[O:35])[CH3:14])[C:17]([OH:19])=[O:18], predict the reactants needed to synthesize it. The reactants are: NC1C=CC(C2C=CC([C:14](=O)[CH2:15][C:16]([CH3:23])([CH3:22])[C:17]([O:19]CC)=[O:18])=CC=2)=CC=1.CC1C=C(N=C=[O:35])C=CC=1C. (2) Given the product [Cl:16][C:17]1[CH:18]=[C:19]2[C:23](=[CH:24][CH:25]=1)[NH:22][CH:21]=[C:20]2[CH2:26][N:2]1[C:38]([C:30]2[N:29]([CH3:28])[CH:33]=[C:32]([C:34](=[O:37])[CH2:35][CH3:36])[CH:31]=2)=[C:4]2[C:3]([N:8]([CH2:9][CH:10]([CH3:11])[CH3:12])[C:7](=[O:13])[N:6]([CH3:14])[C:5]2=[O:15])=[N:1]1, predict the reactants needed to synthesize it. The reactants are: [NH:1]([C:3]1[N:8]([CH2:9][CH:10]([CH3:12])[CH3:11])[C:7](=[O:13])[N:6]([CH3:14])[C:5](=[O:15])[CH:4]=1)[NH2:2].[Cl:16][C:17]1[CH:18]=[C:19]2[C:23](=[CH:24][CH:25]=1)[NH:22][CH:21]=[C:20]2[CH:26]=O.[CH3:28][N:29]1[CH:33]=[C:32]([C:34](=[O:37])[CH2:35][CH3:36])[CH:31]=[C:30]1[CH:38]=O.